Dataset: Forward reaction prediction with 1.9M reactions from USPTO patents (1976-2016). Task: Predict the product of the given reaction. (1) Given the reactants [CH3:1][C:2]1[CH:7]=[C:6]([CH3:8])[CH:5]=[CH:4][C:3]=1[N:9]([CH2:20][CH:21]([CH3:23])[CH3:22])[S:10]([C:13]1[CH:18]=[CH:17][C:16]([OH:19])=[CH:15][CH:14]=1)(=[O:12])=[O:11].[N:24]1[CH:29]=[CH:28][C:27]([CH2:30]O)=[CH:26][CH:25]=1.C1(P(C2C=CC=CC=2)C2C=CC=CC=2)C=CC=CC=1.N(C(OC(C)C)=O)=NC(OC(C)C)=O, predict the reaction product. The product is: [CH3:1][C:2]1[CH:7]=[C:6]([CH3:8])[CH:5]=[CH:4][C:3]=1[N:9]([CH2:20][CH:21]([CH3:23])[CH3:22])[S:10]([C:13]1[CH:18]=[CH:17][C:16]([O:19][CH2:30][C:27]2[CH:28]=[CH:29][N:24]=[CH:25][CH:26]=2)=[CH:15][CH:14]=1)(=[O:12])=[O:11]. (2) The product is: [CH2:21]([CH:13]([CH2:12][CH2:11][C@H:7]1[CH2:8][CH2:9][CH2:10][C@@H:5]([O:4][CH2:1][CH:2]=[O:24])[CH2:6]1)[C:14]([O:16][C:17]([CH3:20])([CH3:19])[CH3:18])=[O:15])[CH3:22]. Given the reactants [CH2:1]([O:4][C@@H:5]1[CH2:10][CH2:9][CH2:8][C@H:7]([CH2:11][CH2:12][CH:13]([CH2:21][CH3:22])[C:14]([O:16][C:17]([CH3:20])([CH3:19])[CH3:18])=[O:15])[CH2:6]1)[CH:2]=C.I([O-])(=O)(=O)=[O:24].[Na+].C(OC)(C)(C)C, predict the reaction product. (3) Given the reactants [N+](C1C=CC(S([N:13]([C@H:20]2[CH2:24][CH2:23][N:22]([C:25]3[CH:37]=[CH:36][C:28]([C:29]([O:31][C:32]([CH3:35])([CH3:34])[CH3:33])=[O:30])=[CH:27][CH:26]=3)[CH2:21]2)[C:14]2[CH:19]=[CH:18][CH:17]=[CH:16][N:15]=2)(=O)=O)=CC=1)([O-])=O.[OH-].[Li+].C(O)(=O)CS, predict the reaction product. The product is: [N:15]1[CH:16]=[CH:17][CH:18]=[CH:19][C:14]=1[NH:13][C@H:20]1[CH2:24][CH2:23][N:22]([C:25]2[CH:37]=[CH:36][C:28]([C:29]([O:31][C:32]([CH3:33])([CH3:34])[CH3:35])=[O:30])=[CH:27][CH:26]=2)[CH2:21]1. (4) Given the reactants [C:1]([O:5][C:6]([N:8]1[CH2:17][CH2:16][C:15]2[C:10](=[CH:11][C:12]([O:18][CH2:19][CH:20]3[CH2:25][CH2:24][N:23]([C:26]4[CH:31]=[CH:30][N:29]=[CH:28][C:27]=4[CH:32]=[O:33])[CH2:22][CH2:21]3)=[CH:13][CH:14]=2)[CH2:9]1)=[O:7])([CH3:4])([CH3:3])[CH3:2].[C-]#N.[Na+].[C:37](O)(=[O:39])C, predict the reaction product. The product is: [C:1]([O:5][C:6]([N:8]1[CH2:17][CH2:16][C:15]2[C:10](=[CH:11][C:12]([O:18][CH2:19][CH:20]3[CH2:21][CH2:22][N:23]([C:26]4[CH:31]=[CH:30][N:29]=[CH:28][C:27]=4[C:32]([O:39][CH3:37])=[O:33])[CH2:24][CH2:25]3)=[CH:13][CH:14]=2)[CH2:9]1)=[O:7])([CH3:4])([CH3:2])[CH3:3]. (5) The product is: [CH3:1][O:2][C:3]1[CH:8]=[CH:7][CH:6]=[CH:5][C:4]=1[NH:9][C:10]([C@@H:12]1[N:20]([C:21](=[O:40])[C@@H:22]([NH:26][C:27](=[O:39])[C@@H:28]([NH:30][CH3:31])[CH3:29])[CH:23]([CH3:25])[CH3:24])[C:15]2=[N:16][CH:17]=[CH:18][CH:19]=[C:14]2[CH2:13]1)=[O:11]. Given the reactants [CH3:1][O:2][C:3]1[CH:8]=[CH:7][CH:6]=[CH:5][C:4]=1[NH:9][C:10]([C@@H:12]1[N:20]([C:21](=[O:40])[C@@H:22]([NH:26][C:27](=[O:39])[C@@H:28]([N:30](C)[C:31](=O)OC(C)(C)C)[CH3:29])[CH:23]([CH3:25])[CH3:24])[C:15]2=[N:16][CH:17]=[CH:18][CH:19]=[C:14]2[CH2:13]1)=[O:11].C(O)(C(F)(F)F)=O, predict the reaction product. (6) Given the reactants [CH3:1][O:2][C:3]1[CH:8]=[CH:7][C:6]([CH:9]2[CH2:14][N:13](C(OC(C)(C)C)=O)[CH2:12][CH:11]([C:22]([O:24]CC)=[O:23])[CH2:10]2)=[CH:5][CH:4]=1.[ClH:27], predict the reaction product. The product is: [ClH:27].[CH3:1][O:2][C:3]1[CH:8]=[CH:7][C:6]([CH:9]2[CH2:14][NH:13][CH2:12][CH:11]([C:22]([OH:24])=[O:23])[CH2:10]2)=[CH:5][CH:4]=1. (7) Given the reactants [CH3:1][C:2]1[CH:11]=[C:10]2[C:5]([C:6]([N:19]3[CH2:24][CH2:23][NH:22][CH2:21][CH2:20]3)=[N:7][C:8]([C:12]3[CH:17]=[CH:16][CH:15]=[CH:14][C:13]=3[OH:18])=[N:9]2)=[CH:4][CH:3]=1.[CH2:25]([O:27][C:28](=[O:34])[CH:29]=[CH:30][C:31](O)=[O:32])[CH3:26].C(N(CC)CC)C.F[P-](F)(F)(F)(F)F.N1(O[P+](N(C)C)(N(C)C)N(C)C)C2C=CC=CC=2N=N1, predict the reaction product. The product is: [CH2:25]([O:27][C:28](=[O:34])[CH:29]=[CH:30][C:31]([N:22]1[CH2:23][CH2:24][N:19]([C:6]2[C:5]3[C:10](=[CH:11][C:2]([CH3:1])=[CH:3][CH:4]=3)[N:9]=[C:8]([C:12]3[CH:17]=[CH:16][CH:15]=[CH:14][C:13]=3[OH:18])[N:7]=2)[CH2:20][CH2:21]1)=[O:32])[CH3:26]. (8) Given the reactants Cl[C:2]1[N:10]=[C:9]2[C:5]([N:6]=[C:7]([CH2:12][N:13]3[CH2:18][CH2:17][CH:16]([CH:19]4[CH2:22][O:21][CH2:20]4)[CH2:15][CH2:14]3)[N:8]2[CH3:11])=[C:4]([N:23]2[CH2:28][CH2:27][O:26][CH2:25][CH2:24]2)[N:3]=1.[CH:29]1([C:32]2[NH:36][C:35]3[CH:37]=[CH:38][CH:39]=[CH:40][C:34]=3[N:33]=2)[CH2:31][CH2:30]1.CC(C1C=C(C(C)C)C(C2C=CC=CC=2P(C2CCCCC2)C2CCCCC2)=C(C(C)C)C=1)C.C(=O)([O-])[O-].[Cs+].[Cs+], predict the reaction product. The product is: [CH:29]1([C:32]2[N:33]([C:2]3[N:10]=[C:9]4[C:5]([N:6]=[C:7]([CH2:12][N:13]5[CH2:18][CH2:17][CH:16]([CH:19]6[CH2:22][O:21][CH2:20]6)[CH2:15][CH2:14]5)[N:8]4[CH3:11])=[C:4]([N:23]4[CH2:28][CH2:27][O:26][CH2:25][CH2:24]4)[N:3]=3)[C:34]3[CH:40]=[CH:39][CH:38]=[CH:37][C:35]=3[N:36]=2)[CH2:31][CH2:30]1.